Predict the reactants needed to synthesize the given product. From a dataset of Full USPTO retrosynthesis dataset with 1.9M reactions from patents (1976-2016). (1) Given the product [Br:1][C:2]1[CH:11]=[C:10]2[C:5]([CH:6]([OH:17])[CH2:7][CH:8]([C:12]3[O:13][CH:14]=[CH:15][CH:16]=3)[O:9]2)=[CH:4][CH:3]=1, predict the reactants needed to synthesize it. The reactants are: [Br:1][C:2]1[CH:11]=[C:10]2[C:5]([C:6](=[O:17])[CH2:7][CH:8]([C:12]3[O:13][CH:14]=[CH:15][CH:16]=3)[O:9]2)=[CH:4][CH:3]=1. (2) The reactants are: C([Sn](CCCC)(CCCC)[C:6]1[N:7]=[CH:8][N:9]([C:11]2[CH:16]=[C:15]([F:17])[CH:14]=[C:13]([F:18])[C:12]=2[F:19])[CH:10]=1)CCC.[C:28]([CH:30]1[CH2:33][N:32]([C:34](=[O:52])[C@H:35]([NH:39][C:40]([C:42]2[C:50]3[C:45](=[N:46][CH:47]=[C:48](Br)[N:49]=3)[NH:44][CH:43]=2)=[O:41])[CH:36]2[CH2:38][CH2:37]2)[CH2:31]1)#[N:29]. Given the product [C:28]([CH:30]1[CH2:31][N:32]([C:34](=[O:52])[C@H:35]([NH:39][C:40]([C:42]2[C:50]3[C:45](=[N:46][CH:47]=[C:48]([C:6]4[N:7]=[CH:8][N:9]([C:11]5[CH:16]=[C:15]([F:17])[CH:14]=[C:13]([F:18])[C:12]=5[F:19])[CH:10]=4)[N:49]=3)[NH:44][CH:43]=2)=[O:41])[CH:36]2[CH2:38][CH2:37]2)[CH2:33]1)#[N:29], predict the reactants needed to synthesize it. (3) Given the product [CH3:1][O:2][C:3]1[CH:4]=[C:5]2[C:10](=[CH:11][C:12]=1[O:13][CH3:14])[N:9]=[CH:8][N:7]=[C:6]2[O:15][C:16]1[CH:22]=[CH:21][C:19]([NH:20][C:30](=[O:36])[O:29][CH2:27][CH:38]2[CH2:44][CH2:43][CH2:42][CH2:41][CH2:40][CH2:39]2)=[C:18]([N+:23]([O-:25])=[O:24])[CH:17]=1, predict the reactants needed to synthesize it. The reactants are: [CH3:1][O:2][C:3]1[CH:4]=[C:5]2[C:10](=[CH:11][C:12]=1[O:13][CH3:14])[N:9]=[CH:8][N:7]=[C:6]2[O:15][C:16]1[CH:22]=[CH:21][C:19]([NH2:20])=[C:18]([N+:23]([O-:25])=[O:24])[CH:17]=1.Cl[C:27](Cl)([O:29][C:30](=[O:36])OC(Cl)(Cl)Cl)Cl.[CH:38]1(CO)[CH2:44][CH2:43][CH2:42][CH2:41][CH2:40][CH2:39]1.C(=O)(O)[O-].[Na+]. (4) Given the product [N:36]1[C:41]2[NH:42][CH:43]=[CH:44][C:40]=2[CH:39]=[C:38]([CH2:45][CH2:46][CH2:47][CH2:48][C:49]2[S:53][C:52]([NH:54][C:9](=[O:11])[CH2:8][C:3]3[CH:4]=[CH:5][CH:6]=[CH:7][N:2]=3)=[N:51][N:50]=2)[N:37]=1, predict the reactants needed to synthesize it. The reactants are: Cl.[N:2]1[CH:7]=[CH:6][CH:5]=[CH:4][C:3]=1[CH2:8][C:9]([OH:11])=O.CN(C(ON1N=NC2C=CC=NC1=2)=[N+](C)C)C.F[P-](F)(F)(F)(F)F.[N:36]1[C:41]2[NH:42][CH:43]=[CH:44][C:40]=2[CH:39]=[C:38]([CH2:45][CH2:46][CH2:47][CH2:48][C:49]2[S:53][C:52]([NH2:54])=[N:51][N:50]=2)[N:37]=1.CCN(C(C)C)C(C)C. (5) The reactants are: [CH3:1][C:2]1[N:3]([C:8]2[N:13]=[CH:12][C:11]([C@@H:14]([OH:30])[CH2:15][NH:16][C:17]([C@H:19]3[CH2:28][CH2:27][C:26]4[C:21](=[CH:22][CH:23]=[C:24]([I:29])[CH:25]=4)[O:20]3)=O)=[CH:10][CH:9]=2)[C:4]([CH3:7])=[CH:5][CH:6]=1.B.CSC. Given the product [CH3:1][C:2]1[N:3]([C:8]2[N:13]=[CH:12][C:11]([C@@H:14]([OH:30])[CH2:15][NH:16][CH2:17][C@H:19]3[CH2:28][CH2:27][C:26]4[C:21](=[CH:22][CH:23]=[C:24]([I:29])[CH:25]=4)[O:20]3)=[CH:10][CH:9]=2)[C:4]([CH3:7])=[CH:5][CH:6]=1, predict the reactants needed to synthesize it.